This data is from Full USPTO retrosynthesis dataset with 1.9M reactions from patents (1976-2016). The task is: Predict the reactants needed to synthesize the given product. (1) Given the product [O:1]=[C:2]1[C:11]2[C:6](=[CH:7][CH:8]=[CH:9][CH:10]=2)[C:5]2[CH2:12][C:13]3[CH:14]=[C:15]([NH2:19])[CH:16]=[CH:17][C:18]=3[C:4]=2[NH:3]1, predict the reactants needed to synthesize it. The reactants are: [O:1]=[C:2]1[C:11]2[C:6](=[CH:7][CH:8]=[CH:9][CH:10]=2)[C:5]2[CH2:12][C:13]3[CH:14]=[C:15]([N+:19]([O-])=O)[CH:16]=[CH:17][C:18]=3[C:4]=2[NH:3]1.C([O-])=O.[NH4+]. (2) Given the product [CH3:22][N:14]([CH:11]1[CH2:12][CH2:13][N:8]([C:5]2[N:6]=[N:7][C:2]([C:39]3[N:35]([CH3:34])[N:36]=[CH:37][CH:38]=3)=[C:3]3[CH:26]=[CH:25][N:24]=[CH:23][C:4]=23)[CH2:9][CH2:10]1)[C:15](=[O:21])[O:16][C:17]([CH3:20])([CH3:19])[CH3:18], predict the reactants needed to synthesize it. The reactants are: Cl[C:2]1[N:7]=[N:6][C:5]([N:8]2[CH2:13][CH2:12][CH:11]([N:14]([CH3:22])[C:15](=[O:21])[O:16][C:17]([CH3:20])([CH3:19])[CH3:18])[CH2:10][CH2:9]2)=[C:4]2[CH:23]=[N:24][CH:25]=[CH:26][C:3]=12.C1(C)C=CC=CC=1.[CH3:34][N:35]1[C:39](B(O)O)=[CH:38][CH:37]=[N:36]1.C(=O)([O-])[O-].[Na+].[Na+]. (3) Given the product [CH2:6]([N:8]([CH2:9][CH3:10])[C:3](=[O:4])[CH2:2][N:11]([S:26]([C:22]1[CH:23]=[CH:24][CH:25]=[C:20]([F:19])[CH:21]=1)(=[O:28])=[O:27])[C:12]1[CH:17]=[CH:16][C:15]([CH3:18])=[CH:14][CH:13]=1)[CH3:7], predict the reactants needed to synthesize it. The reactants are: Br[CH2:2][C:3](Br)=[O:4].[CH2:6]([NH:8][CH2:9][CH3:10])[CH3:7].[NH2:11][C:12]1[CH:17]=[CH:16][C:15]([CH3:18])=[CH:14][CH:13]=1.[F:19][C:20]1[CH:21]=[C:22]([S:26](Cl)(=[O:28])=[O:27])[CH:23]=[CH:24][CH:25]=1. (4) Given the product [C:12]([NH:1][C:2]1[NH:6][N:5]=[CH:4][C:3]=1[C:7]([O:9][CH2:10][CH3:11])=[O:8])(=[O:14])[CH3:13], predict the reactants needed to synthesize it. The reactants are: [NH2:1][C:2]1[NH:6][N:5]=[CH:4][C:3]=1[C:7]([O:9][CH2:10][CH3:11])=[O:8].[C:12](Cl)(=[O:14])[CH3:13]. (5) Given the product [Br:34][C:32]1[CH:33]=[C:28]2[C:27]([C@@H:35]([C:37]3[C:42]([Cl:43])=[CH:41][CH:40]=[C:39]([F:44])[C:38]=3[Cl:45])[CH3:36])=[CH:26][NH:25][C:29]2=[N:30][CH:31]=1, predict the reactants needed to synthesize it. The reactants are: C1C2C(COC(=O)N[C@H](C([N:25]3[C:29]4=[N:30][CH:31]=[C:32]([Br:34])[CH:33]=[C:28]4[C:27]([C@@H:35]([C:37]4[C:42]([Cl:43])=[CH:41][CH:40]=[C:39]([F:44])[C:38]=4[Cl:45])[CH3:36])=[CH:26]3)=O)CC(C)C)C3C(=CC=CC=3)C=2C=CC=1.[OH-].[Na+]. (6) The reactants are: ClC1C(F)=CC=C(Cl)C=1[C@H](O[C:13]1[C:14](N)=[N:15][CH:16]=[C:17](B2OC(C)(C)C(C)(C)O2)[CH:18]=1)C.[NH2:29][C:30]1[N:35]=[CH:34][C:33]([C:36]2[CH:37]=[N:38][N:39](CC3CC3C(N(C)C)=O)[CH:40]=2)=[CH:32][C:31]=1[O:50][CH:51]([C:53]1[C:58]([Cl:59])=[CH:57][CH:56]=[C:55]([F:60])[C:54]=1[Cl:61])[CH3:52]. Given the product [Cl:61][C:54]1[C:55]([F:60])=[CH:56][CH:57]=[C:58]([Cl:59])[C:53]=1[C@H:51]([O:50][C:31]1[C:30]([NH2:29])=[N:35][CH:34]=[C:33]([C:36]2[CH:37]=[N:38][N:39]([CH:18]3[CH2:17][CH2:16][NH:15][CH2:14][CH2:13]3)[CH:40]=2)[CH:32]=1)[CH3:52], predict the reactants needed to synthesize it.